Regression/Classification. Given a drug SMILES string, predict its absorption, distribution, metabolism, or excretion properties. Task type varies by dataset: regression for continuous measurements (e.g., permeability, clearance, half-life) or binary classification for categorical outcomes (e.g., BBB penetration, CYP inhibition). Dataset: cyp3a4_substrate_carbonmangels. From a dataset of CYP3A4 substrate classification data from Carbon-Mangels et al.. (1) The molecule is CC(C)Cn1cnc2c(N)nc3ccccc3c21. The result is 1 (substrate). (2) The result is 1 (substrate). The drug is CC[C@H](C)n1ncn(-c2ccc(N3CCN(c4ccc(OC[C@H]5CO[C@](Cn6cncn6)(c6ccc(Cl)cc6Cl)O5)cc4)CC3)cc2)c1=O. (3) The molecule is CCOC(=O)C[C@@H](SP(=S)(OC)OC)C(=O)OCC. The result is 0 (non-substrate). (4) The compound is O=C1C(=O)c2ccccc2C(O)=C1C1CCC(c2ccc(Cl)cc2)CC1. The result is 0 (non-substrate). (5) The drug is Nc1cc(N2CCCCC2)nc(N)[n+]1[O-]. The result is 0 (non-substrate).